Dataset: Forward reaction prediction with 1.9M reactions from USPTO patents (1976-2016). Task: Predict the product of the given reaction. (1) Given the reactants [CH3:1][O:2][C:3]1[CH:4]=[C:5]2[C:10](=[CH:11][C:12]=1[O:13][CH3:14])[N:9]=C(SC)C=C2OC1C=CC(NC(C2(C(NC3C=CC(F)=CC=3)=O)CC2)=O)=CC=1F.CS[C:43]([S:54][CH3:55])=[C:44]1[C:49](=[O:50])[O:48][C:47]([CH3:52])([CH3:51])[O:46][C:45]1=[O:53].COC1C=C(C=CC=1OC)N, predict the reaction product. The product is: [CH3:14][O:13][C:12]1[CH:11]=[C:10]([NH:9][C:43]([S:54][CH3:55])=[C:44]2[C:49](=[O:50])[O:48][C:47]([CH3:52])([CH3:51])[O:46][C:45]2=[O:53])[CH:5]=[CH:4][C:3]=1[O:2][CH3:1]. (2) Given the reactants [CH2:1]([O:3][C:4](=[O:7])[CH2:5][NH2:6])[CH3:2].[ClH:8].[OH2:9], predict the reaction product. The product is: [Cl:8][C:5](=[N:6][OH:9])[C:4]([O:3][CH2:1][CH3:2])=[O:7]. (3) Given the reactants [H-].[Na+].C1(C)C=CC=CC=1.[CH:10]1([OH:15])[CH2:14][CH2:13][CH2:12][CH2:11]1.Br[C:17]1[C:18]2[C:23]([CH:24]=[C:25]3[C:30]=1[CH:29]=[CH:28][CH:27]=[CH:26]3)=[CH:22][CH:21]=[CH:20][CH:19]=2, predict the reaction product. The product is: [CH:10]1([O:15][C:17]2[C:30]3[C:25]([CH:24]=[C:23]4[C:18]=2[CH:19]=[CH:20][CH:21]=[CH:22]4)=[CH:26][CH:27]=[CH:28][CH:29]=3)[CH2:14][CH2:13][CH2:12][CH2:11]1. (4) Given the reactants CC1C=CC(S(O[CH2:12][CH:13]2[CH2:17][CH2:16][O:15][CH2:14]2)(=O)=O)=CC=1.[C:18]1(=[O:28])[NH:22][C:21](=[O:23])[C:20]2=[CH:24][CH:25]=[CH:26][CH:27]=[C:19]12.[K], predict the reaction product. The product is: [O:15]1[CH2:16][CH2:17][CH:13]([CH2:12][N:22]2[C:18](=[O:28])[C:19]3[C:20](=[CH:24][CH:25]=[CH:26][CH:27]=3)[C:21]2=[O:23])[CH2:14]1. (5) Given the reactants [ClH:1].C(OC([N:9]1[CH2:14][CH2:13][CH:12]([C:15]2[NH:16][CH:17]=[C:18]([C:20]3[CH:25]=[CH:24][C:23]([F:26])=[C:22]([C:27]([F:30])([F:29])[F:28])[CH:21]=3)[N:19]=2)[CH2:11][CH2:10]1)=O)(C)(C)C, predict the reaction product. The product is: [ClH:1].[F:26][C:23]1[CH:24]=[CH:25][C:20]([C:18]2[N:19]=[C:15]([CH:12]3[CH2:13][CH2:14][NH:9][CH2:10][CH2:11]3)[NH:16][CH:17]=2)=[CH:21][C:22]=1[C:27]([F:28])([F:29])[F:30].